From a dataset of Catalyst prediction with 721,799 reactions and 888 catalyst types from USPTO. Predict which catalyst facilitates the given reaction. Reactant: [C:1]([C:4]1[CH:5]([C:26]2[CH:31]=[CH:30][CH:29]=[CH:28][C:27]=2[Cl:32])[C:6]([C:24]#[N:25])=[C:7]([S:11][CH2:12][C:13]([C:15]2[CH:20]=[CH:19][CH:18]=[C:17]([N+:21]([O-:23])=[O:22])[CH:16]=2)=[O:14])[NH:8][C:9]=1[CH3:10])(=[O:3])[CH3:2].[OH-].[K+]. Product: [NH2:25][C:24]1[C:6]2[CH:5]([C:26]3[CH:31]=[CH:30][CH:29]=[CH:28][C:27]=3[Cl:32])[C:4]([C:1](=[O:3])[CH3:2])=[C:9]([CH3:10])[NH:8][C:7]=2[S:11][C:12]=1[C:13](=[O:14])[C:15]1[CH:20]=[CH:19][CH:18]=[C:17]([N+:21]([O-:23])=[O:22])[CH:16]=1. The catalyst class is: 97.